From a dataset of Forward reaction prediction with 1.9M reactions from USPTO patents (1976-2016). Predict the product of the given reaction. (1) Given the reactants [S:1]1[C:5]2=[N:6][CH:7]=[CH:8][N:4]2[C:3]([NH:9][CH2:10][CH2:11][CH2:12][CH2:13][CH2:14][CH2:15][NH:16][S:17]([C:20]2[C:29]3[C:24](=[CH:25][CH:26]=[CH:27][CH:28]=3)[CH:23]=[CH:22][CH:21]=2)(=[O:19])=[O:18])=[N:2]1.IC.[C:32](=O)([O-])[O-].[K+].[K+], predict the reaction product. The product is: [S:1]1[C:5]2=[N:6][CH:7]=[CH:8][N:4]2[C:3]([NH:9][CH2:10][CH2:11][CH2:12][CH2:13][CH2:14][CH2:15][N:16]([CH3:32])[S:17]([C:20]2[C:29]3[C:24](=[CH:25][CH:26]=[CH:27][CH:28]=3)[CH:23]=[CH:22][CH:21]=2)(=[O:19])=[O:18])=[N:2]1. (2) Given the reactants [C:1]1([CH:7]2[CH2:9][O:8]2)[CH:6]=[CH:5][CH:4]=[CH:3][CH:2]=1.O1CCCC1.[CH2:15]([NH2:18])[CH:16]=[CH2:17].[Cl-].[NH4+], predict the reaction product. The product is: [CH2:15]([NH:18][CH2:9][CH:7]([C:1]1[CH:6]=[CH:5][CH:4]=[CH:3][CH:2]=1)[OH:8])[CH:16]=[CH2:17].[CH2:15]([NH:18][CH:7]([C:1]1[CH:6]=[CH:5][CH:4]=[CH:3][CH:2]=1)[CH2:9][OH:8])[CH:16]=[CH2:17]. (3) The product is: [Cl:19][C:14]1[N:13]=[CH:12][N:17]=[C:16]([NH:1][C@@H:2]2[CH2:6][C@H:5]([CH2:7][OH:8])[C@@H:4]([OH:9])[C@H:3]2[OH:10])[CH:15]=1. Given the reactants [NH2:1][C@@H:2]1[CH2:6][C@H:5]([CH2:7][OH:8])[C@@H:4]([OH:9])[C@H:3]1[OH:10].N[C:12]1[N:17]=[C:16](Cl)[CH:15]=[C:14]([Cl:19])[N:13]=1.CCN(CC)CC, predict the reaction product. (4) Given the reactants Br[C:2]1[CH:3]=[CH:4][C:5]([F:9])=[C:6]([CH3:8])[CH:7]=1.[Li]CCCC.[B:15](OC(C)C)([O:20]C(C)C)[O:16]C(C)C, predict the reaction product. The product is: [F:9][C:5]1[CH:4]=[CH:3][C:2]([B:15]([OH:20])[OH:16])=[CH:7][C:6]=1[CH3:8]. (5) Given the reactants [Cl:1][C:2]1[CH:3]=[C:4]2[C:10]([C:11]3[N:16]=[C:15]([NH:17][CH:18]4[CH2:23][CH2:22][CH2:21][C:20]([CH3:25])([OH:24])[CH2:19]4)[C:14]([F:26])=[CH:13][N:12]=3)=[CH:9][N:8](S(C3C=CC=CC=3)(=O)=O)[C:5]2=[N:6][CH:7]=1, predict the reaction product. The product is: [Cl:1][C:2]1[CH:3]=[C:4]2[C:10]([C:11]3[N:16]=[C:15]([NH:17][C@H:18]4[CH2:23][CH2:22][CH2:21][C:20]([CH3:25])([OH:24])[CH2:19]4)[C:14]([F:26])=[CH:13][N:12]=3)=[CH:9][NH:8][C:5]2=[N:6][CH:7]=1. (6) Given the reactants I[N:2]1[C:10]2[C:5](=[CH:6][CH:7]=[CH:8][CH:9]=2)[CH:4]=[CH:3]1.[CH2:11]([Si:13]([CH2:18][CH3:19])([CH2:16][CH3:17])[C:14]#[CH:15])[CH3:12].C(N(CC)CC)C, predict the reaction product. The product is: [CH2:14]([Si:13]([C:11]#[C:12][C:7]1[CH:6]=[C:5]2[C:10](=[CH:9][CH:8]=1)[NH:2][CH:3]=[CH:4]2)([CH2:18][CH3:19])[CH2:16][CH3:17])[CH3:15].